From a dataset of Reaction yield outcomes from USPTO patents with 853,638 reactions. Predict the reaction yield, written as a fraction of the theoretical maximum amount of product (1.0 means a 100% yield; for example, 0.34 means a 34% yield). The reactants are [C:1]1([CH2:7][CH2:8][CH2:9][N:10]=[C:11]=[O:12])[CH:6]=[CH:5][CH:4]=[CH:3][CH:2]=1.[NH2:13][C:14]1[CH:19]=[CH:18][CH:17]=[CH:16][N:15]=1. The catalyst is C1COCC1. The product is [C:1]1([CH2:7][CH2:8][CH2:9][NH:10][C:11]([NH:13][C:14]2[CH:19]=[CH:18][CH:17]=[CH:16][N:15]=2)=[O:12])[CH:6]=[CH:5][CH:4]=[CH:3][CH:2]=1. The yield is 0.850.